From a dataset of NCI-60 drug combinations with 297,098 pairs across 59 cell lines. Regression. Given two drug SMILES strings and cell line genomic features, predict the synergy score measuring deviation from expected non-interaction effect. (1) Drug 1: C1=CC=C(C=C1)NC(=O)CCCCCCC(=O)NO. Synergy scores: CSS=22.6, Synergy_ZIP=-7.73, Synergy_Bliss=-3.81, Synergy_Loewe=-18.0, Synergy_HSA=-1.62. Drug 2: CS(=O)(=O)OCCCCOS(=O)(=O)C. Cell line: PC-3. (2) Drug 1: CCN(CC)CCCC(C)NC1=C2C=C(C=CC2=NC3=C1C=CC(=C3)Cl)OC. Drug 2: CC1=C(C(=O)C2=C(C1=O)N3CC4C(C3(C2COC(=O)N)OC)N4)N. Cell line: HT29. Synergy scores: CSS=42.5, Synergy_ZIP=-6.13, Synergy_Bliss=-2.03, Synergy_Loewe=-0.365, Synergy_HSA=0.0162. (3) Drug 1: CCCCC(=O)OCC(=O)C1(CC(C2=C(C1)C(=C3C(=C2O)C(=O)C4=C(C3=O)C=CC=C4OC)O)OC5CC(C(C(O5)C)O)NC(=O)C(F)(F)F)O. Drug 2: C1CCC(C(C1)N)N.C(=O)(C(=O)[O-])[O-].[Pt+4]. Cell line: K-562. Synergy scores: CSS=65.8, Synergy_ZIP=-3.18, Synergy_Bliss=-6.72, Synergy_Loewe=-8.54, Synergy_HSA=-2.01. (4) Drug 1: C1C(C(OC1N2C=NC3=C(N=C(N=C32)Cl)N)CO)O. Drug 2: CCCCC(=O)OCC(=O)C1(CC(C2=C(C1)C(=C3C(=C2O)C(=O)C4=C(C3=O)C=CC=C4OC)O)OC5CC(C(C(O5)C)O)NC(=O)C(F)(F)F)O. Cell line: NCI-H460. Synergy scores: CSS=57.3, Synergy_ZIP=3.41, Synergy_Bliss=1.88, Synergy_Loewe=-1.85, Synergy_HSA=2.54. (5) Drug 1: C1=CC(=C2C(=C1NCCNCCO)C(=O)C3=C(C=CC(=C3C2=O)O)O)NCCNCCO. Drug 2: CCC1(CC2CC(C3=C(CCN(C2)C1)C4=CC=CC=C4N3)(C5=C(C=C6C(=C5)C78CCN9C7C(C=CC9)(C(C(C8N6C)(C(=O)OC)O)OC(=O)C)CC)OC)C(=O)OC)O.OS(=O)(=O)O. Cell line: HCC-2998. Synergy scores: CSS=43.8, Synergy_ZIP=-3.04, Synergy_Bliss=-4.85, Synergy_Loewe=-2.38, Synergy_HSA=-1.76.